Dataset: Reaction yield outcomes from USPTO patents with 853,638 reactions. Task: Predict the reaction yield, written as a fraction of the theoretical maximum amount of product (1.0 means a 100% yield; for example, 0.34 means a 34% yield). The reactants are C([O:8][C:9]1[CH:14]=[C:13]([O:15]CC2C=CC=CC=2)[C:12]([CH:23]([CH3:25])[CH3:24])=[CH:11][C:10]=1[C:26]1[N:27]([C:32]2[CH:37]=[CH:36][C:35]([N:38]3[CH2:43][CH2:42][O:41][CH2:40][CH2:39]3)=[CH:34][CH:33]=2)[C:28]([OH:31])=[N:29][N:30]=1)C1C=CC=CC=1.C(O)(=O)C.CN(C)C=O. The catalyst is CO.[C].[Pd]. The product is [OH:31][C:28]1[N:27]([C:32]2[CH:33]=[CH:34][C:35]([N:38]3[CH2:43][CH2:42][O:41][CH2:40][CH2:39]3)=[CH:36][CH:37]=2)[C:26]([C:10]2[CH:11]=[C:12]([CH:23]([CH3:25])[CH3:24])[C:13]([OH:15])=[CH:14][C:9]=2[OH:8])=[N:30][N:29]=1. The yield is 0.590.